From a dataset of CYP2D6 inhibition data for predicting drug metabolism from PubChem BioAssay. Regression/Classification. Given a drug SMILES string, predict its absorption, distribution, metabolism, or excretion properties. Task type varies by dataset: regression for continuous measurements (e.g., permeability, clearance, half-life) or binary classification for categorical outcomes (e.g., BBB penetration, CYP inhibition). Dataset: cyp2d6_veith. (1) The molecule is O=c1c(-c2nc3ccccc3s2)cccn1Cc1ccccc1. The result is 0 (non-inhibitor). (2) The molecule is O=C(/C=C/c1ccccc1Cl)Nc1ccncc1. The result is 1 (inhibitor). (3) The drug is CCc1cccc(NC(=O)CN(C)S(=O)(=O)c2cnc[nH]2)c1. The result is 0 (non-inhibitor). (4) The compound is CN1CCc2cc(NC(=O)Nc3cccnc3)ccc21. The result is 1 (inhibitor). (5) The compound is O=c1c(-c2ccccc2)c(O)c2cccc3c2n1CCC3. The result is 0 (non-inhibitor). (6) The drug is COc1cccc(Nc2nc(-c3ccc(O)cc3)cs2)c1. The result is 1 (inhibitor).